This data is from hERG Central: cardiac toxicity at 1µM, 10µM, and general inhibition. The task is: Predict hERG channel inhibition at various concentrations. (1) The molecule is CCN1CCN(C(CNS(=O)(=O)c2ccc(OC)c(C)c2)c2cccnc2)CC1. Results: hERG_inhib (hERG inhibition (general)): blocker. (2) The compound is CN(c1ccccc1)S(=O)(=O)c1cc(C(=O)NCCCn2ccnc2)ccc1Cl. Results: hERG_inhib (hERG inhibition (general)): blocker. (3) The compound is CCOc1ccccc1NC(=O)CSc1nnc(-c2ccccn2)n1Cc1ccco1. Results: hERG_inhib (hERG inhibition (general)): blocker. (4) The drug is COc1cccc(CN(C)C(=O)c2cc(COc3ccc(-n4cncn4)cc3)on2)c1. Results: hERG_inhib (hERG inhibition (general)): blocker. (5) Results: hERG_inhib (hERG inhibition (general)): blocker. The molecule is COC(=O)CCC(=O)OC1(C)C(=O)C2=CN(Cc3ccc(OC)cc3)C(c3ccc(OC)cc3)=CC2=C(Br)C1=O.